This data is from Reaction yield outcomes from USPTO patents with 853,638 reactions. The task is: Predict the reaction yield, written as a fraction of the theoretical maximum amount of product (1.0 means a 100% yield; for example, 0.34 means a 34% yield). (1) The reactants are [Br:1][C:2]1[CH:3]=[CH:4][C:5]([CH2:21][OH:22])=[C:6]([NH:8][S:9]([C:12]2[CH:17]=[C:16]([Cl:18])[CH:15]=[CH:14][C:13]=2[O:19][CH3:20])(=[O:11])=[O:10])[CH:7]=1.O.[C:24]1(C)C=CC(S(O)(=O)=O)=CC=1.C(OCOCC)C. The catalyst is CCCCCCC. The product is [Br:1][C:2]1[CH:3]=[CH:4][C:5]2[CH2:21][O:22][CH2:24][N:8]([S:9]([C:12]3[CH:17]=[C:16]([Cl:18])[CH:15]=[CH:14][C:13]=3[O:19][CH3:20])(=[O:11])=[O:10])[C:6]=2[CH:7]=1. The yield is 0.870. (2) The reactants are N1C=C([C:6]2[C:7]3[CH:14]=[CH:13][N:12](COCC[Si](C)(C)C)[C:8]=3[N:9]=[CH:10][N:11]=2)C=N1.[O-:23]CC.[Na+].C(O)C.C(OC(=O)C(C#N)CC(OCC)OCC)C. No catalyst specified. The product is [N:9]1[C:8]2[NH:12][CH:13]=[CH:14][C:7]=2[C:6]([OH:23])=[N:11][CH:10]=1. The yield is 0.683. (3) The reactants are [C:1]([O:5][C:6]([NH:8][C@H:9]1[CH2:14][CH2:13][C@@H:12]([CH2:15]O)[CH2:11][CH2:10]1)=[O:7])([CH3:4])([CH3:3])[CH3:2].C1(P(C2C=CC=CC=2)C2C=CC=CC=2)C=CC=CC=1.[C:36]1(=[O:46])[NH:40][C:39](=[O:41])[C:38]2=[CH:42][CH:43]=[CH:44][CH:45]=[C:37]12.N(C(OC(C)C)=O)=NC(OC(C)C)=O. The catalyst is C1COCC1. The product is [C:1]([O:5][C:6]([NH:8][C@H:9]1[CH2:10][CH2:11][C@@H:12]([CH2:15][N:40]2[C:39](=[O:41])[C:38]3[CH:42]=[CH:43][CH:44]=[CH:45][C:37]=3[C:36]2=[O:46])[CH2:13][CH2:14]1)=[O:7])([CH3:2])([CH3:3])[CH3:4]. The yield is 0.620. (4) The reactants are [NH2:1][C:2]1[C:3]([C:19]([NH:21][NH:22][C:23](=[O:30])[C:24]2[CH:29]=[CH:28][CH:27]=[CH:26][CH:25]=2)=O)=[N:4][C:5]([N:8]2[CH2:13][CH2:12][N:11]([S:14]([CH2:17][CH3:18])(=[O:16])=[O:15])[CH2:10][CH2:9]2)=[CH:6][N:7]=1.P(Cl)(Cl)(Cl)=O. No catalyst specified. The product is [CH2:17]([S:14]([N:11]1[CH2:12][CH2:13][N:8]([C:5]2[N:4]=[C:3]([C:19]3[O:30][C:23]([C:24]4[CH:29]=[CH:28][CH:27]=[CH:26][CH:25]=4)=[N:22][N:21]=3)[C:2]([NH2:1])=[N:7][CH:6]=2)[CH2:9][CH2:10]1)(=[O:16])=[O:15])[CH3:18]. The yield is 0.800.